From a dataset of TCR-epitope binding with 47,182 pairs between 192 epitopes and 23,139 TCRs. Binary Classification. Given a T-cell receptor sequence (or CDR3 region) and an epitope sequence, predict whether binding occurs between them. (1) The epitope is IVTDFSVIK. The TCR CDR3 sequence is CASSEHMGGQGRVYGYTF. Result: 1 (the TCR binds to the epitope). (2) The epitope is GMFNMLSTVLGVS. The TCR CDR3 sequence is CSAFGQASGNTIYF. Result: 1 (the TCR binds to the epitope). (3) The epitope is DRFYKTLRAEQASQEV. The TCR CDR3 sequence is CASRPLATADTQYF. Result: 1 (the TCR binds to the epitope). (4) The epitope is FTISVTTEIL. The TCR CDR3 sequence is CASGLVQGLTEAFF. Result: 1 (the TCR binds to the epitope). (5) The epitope is KEIDRLNEV. The TCR CDR3 sequence is CSARLPAGDGYTF. Result: 0 (the TCR does not bind to the epitope).